From a dataset of Catalyst prediction with 721,799 reactions and 888 catalyst types from USPTO. Predict which catalyst facilitates the given reaction. (1) The catalyst class is: 100. Reactant: [F:1][C:2]1[CH:3]=[C:4]([CH2:9][C:10]([NH:12][C@H:13]([C:15]([OH:17])=O)[CH3:14])=[O:11])[CH:5]=[C:6]([F:8])[CH:7]=1.[CH2:18]1[C:27]2[C:22](=[CH:23][CH:24]=[CH:25][CH:26]=2)[CH2:21][CH:20]([C:28]([O:30][CH3:31])=[O:29])[NH:19]1. Product: [F:8][C:6]1[CH:5]=[C:4]([CH2:9][C:10]([NH:12][C@H:13]([C:15]([N:19]2[CH:20]([C:28]([O:30][CH3:31])=[O:29])[CH2:21][C:22]3[C:27](=[CH:26][CH:25]=[CH:24][CH:23]=3)[CH2:18]2)=[O:17])[CH3:14])=[O:11])[CH:3]=[C:2]([F:1])[CH:7]=1. (2) Reactant: Cl.[NH2:2][OH:3].[C:4]([N:6]1[CH2:11][CH2:10][CH:9]([C:12]2[CH:17]=[CH:16][C:15]([C@@H:18]([NH:20][C:21](=[O:23])[CH3:22])[CH3:19])=[CH:14][CH:13]=2)[CH2:8][CH2:7]1)#[N:5].CCN(C(C)C)C(C)C. Product: [OH:3][NH:2][C:4]([N:6]1[CH2:11][CH2:10][CH:9]([C:12]2[CH:13]=[CH:14][C:15]([C@@H:18]([NH:20][C:21](=[O:23])[CH3:22])[CH3:19])=[CH:16][CH:17]=2)[CH2:8][CH2:7]1)=[NH:5]. The catalyst class is: 8. (3) Reactant: [NH2:1][C:2]1[N:6]([CH:7]2[CH2:11][CH2:10][S:9](=[O:13])(=[O:12])[CH2:8]2)[N:5]=[C:4]([CH2:14][CH3:15])[C:3]=1[C:16]([O:18]CC)=[O:17].[OH-].[Li+].O. The catalyst class is: 24. Product: [NH2:1][C:2]1[N:6]([CH:7]2[CH2:11][CH2:10][S:9](=[O:13])(=[O:12])[CH2:8]2)[N:5]=[C:4]([CH2:14][CH3:15])[C:3]=1[C:16]([OH:18])=[O:17]. (4) Reactant: [CH3:1][N:2]([CH2:13][C:14]1[NH:18][C:17]2[CH:19]=[CH:20][CH:21]=[C:22]([C:23](OC)=[O:24])[C:16]=2[N:15]=1)[CH:3]1[C:12]2[N:11]=[CH:10][CH:9]=[CH:8][C:7]=2[CH2:6][CH2:5][CH2:4]1.[N:27]1([CH:33]([CH3:36])[CH2:34][NH2:35])[CH2:32][CH2:31][CH2:30][CH2:29][CH2:28]1. Product: [CH3:1][N:2]([CH2:13][C:14]1[NH:18][C:17]2[CH:19]=[CH:20][CH:21]=[C:22]([C:23]([NH:35][CH2:34][CH:33]([N:27]3[CH2:32][CH2:31][CH2:30][CH2:29][CH2:28]3)[CH3:36])=[O:24])[C:16]=2[N:15]=1)[CH:3]1[C:12]2[N:11]=[CH:10][CH:9]=[CH:8][C:7]=2[CH2:6][CH2:5][CH2:4]1. The catalyst class is: 9. (5) Reactant: [CH2:1]([O:5][CH2:6][CH2:7][O:8][C:9]1[CH:14]=[CH:13][C:12]([C:15]2[CH:16]=[CH:17][C:18]3[N:24](C(=O)C(F)(F)F)[CH2:23][CH2:22][C:21]([C:31]([NH:33][C:34]4[CH:39]=[CH:38][C:37]([CH:40]([OH:49])[C:41]5[CH:46]=[CH:45][C:44]([Cl:47])=[CH:43][N+:42]=5[O-:48])=[CH:36][CH:35]=4)=[O:32])=[CH:20][C:19]=3[CH:50]=2)=[CH:11][CH:10]=1)[CH2:2][CH2:3][CH3:4].[BH4-].[Na+].O. Product: [CH2:1]([O:5][CH2:6][CH2:7][O:8][C:9]1[CH:10]=[CH:11][C:12]([C:15]2[CH:16]=[CH:17][C:18]3[NH:24][CH2:23][CH2:22][C:21]([C:31]([NH:33][C:34]4[CH:39]=[CH:38][C:37]([CH:40]([OH:49])[C:41]5[CH:46]=[CH:45][C:44]([Cl:47])=[CH:43][N+:42]=5[O-:48])=[CH:36][CH:35]=4)=[O:32])=[CH:20][C:19]=3[CH:50]=2)=[CH:13][CH:14]=1)[CH2:2][CH2:3][CH3:4]. The catalyst class is: 8. (6) Reactant: CN(C)C.CN(C=O)C.Cl/[CH:11]=[C:12]1/[C:13](=[N:22]/[C:23]2[CH:28]=[CH:27][C:26]([Cl:29])=[CH:25][CH:24]=2)/[S:14][CH:15]2[CH:20]([CH2:21]/1)[CH2:19][CH2:18][CH:17]=[CH:16]2.[C:30]1([SH:36])[CH:35]=[CH:34][CH:33]=[CH:32][CH:31]=1. Product: [Cl:29][C:26]1[CH:27]=[CH:28][C:23](/[N:22]=[C:13]2\[S:14][CH:15]3[CH:20]([CH2:21]\[C:12]\2=[CH:11]/[S:36][C:30]2[CH:35]=[CH:34][CH:33]=[CH:32][CH:31]=2)[CH2:19][CH2:18][CH:17]=[CH:16]3)=[CH:24][CH:25]=1. The catalyst class is: 6. (7) Reactant: C(OC([N:8]1[C:16]2[C:11](=[CH:12][CH:13]=[CH:14][CH:15]=2)[CH:10]=[C:9]1[C:17]1[CH:22]=[CH:21][CH:20]=[C:19]([C:23]2[N:24]=[C:25]([S:32][CH2:33][C:34]3[CH:39]=[CH:38][CH:37]=[C:36]([NH:40][C:41](=[O:50])[C:42]4[CH:47]=[CH:46][C:45]([Cl:48])=[C:44]([Cl:49])[CH:43]=4)[CH:35]=3)[NH:26][C:27](=[O:31])[C:28]=2[C:29]#[N:30])[CH:18]=1)=O)(C)(C)C.FC(F)(F)C(O)=O. Product: [Cl:49][C:44]1[CH:43]=[C:42]([CH:47]=[CH:46][C:45]=1[Cl:48])[C:41]([NH:40][C:36]1[CH:37]=[CH:38][CH:39]=[C:34]([CH2:33][S:32][C:25]2[NH:26][C:27](=[O:31])[C:28]([C:29]#[N:30])=[C:23]([C:19]3[CH:20]=[CH:21][CH:22]=[C:17]([C:9]4[NH:8][C:16]5[C:11]([CH:10]=4)=[CH:12][CH:13]=[CH:14][CH:15]=5)[CH:18]=3)[N:24]=2)[CH:35]=1)=[O:50]. The catalyst class is: 4. (8) Reactant: Br[C:2]1[CH:3]=[C:4]([N+:10]([O-:12])=[O:11])[C:5]([C:8]#[N:9])=[N:6][CH:7]=1.[O:13]1[CH2:18][CH2:17][CH2:16][CH2:15][CH:14]1[N:19]1[C:23](B2OC(C)(C)C(C)(C)O2)=[CH:22][CH:21]=[N:20]1.C(=O)([O-])[O-].[Na+].[Na+]. Product: [N+:10]([C:4]1[C:5]([C:8]#[N:9])=[N:6][CH:7]=[C:2]([C:23]2[N:19]([CH:14]3[CH2:15][CH2:16][CH2:17][CH2:18][O:13]3)[N:20]=[CH:21][CH:22]=2)[CH:3]=1)([O-:12])=[O:11]. The catalyst class is: 628.